Predict the reaction yield, written as a fraction of the theoretical maximum amount of product (1.0 means a 100% yield; for example, 0.34 means a 34% yield). From a dataset of Reaction yield outcomes from USPTO patents with 853,638 reactions. (1) The product is [CH3:25][C:26]1[CH:27]=[C:28]([CH:31]=[CH:32][CH:33]=1)[CH2:29][N:16]([C:13]1[CH:12]=[CH:11][C:10]([C:7]2[CH:8]=[CH:9][C:4]([O:3][C:2]([F:23])([F:24])[F:1])=[CH:5][CH:6]=2)=[CH:15][CH:14]=1)[C:17](=[O:22])[C:18]([O:20][CH3:21])=[O:19]. The catalyst is O.C(#N)C. The reactants are [F:1][C:2]([F:24])([F:23])[O:3][C:4]1[CH:9]=[CH:8][C:7]([C:10]2[CH:15]=[CH:14][C:13]([NH:16][C:17](=[O:22])[C:18]([O:20][CH3:21])=[O:19])=[CH:12][CH:11]=2)=[CH:6][CH:5]=1.[CH3:25][C:26]1[CH:27]=[C:28]([CH:31]=[CH:32][CH:33]=1)[CH2:29]Br.C(=O)([O-])[O-].[K+].[K+].C1OCCOCCOCCOCCOCCOC1. The yield is 0.980. (2) The reactants are [F:1][C:2]([F:12])([F:11])[C:3]1[CH:10]=[CH:9][C:6]([CH2:7][OH:8])=[CH:5][CH:4]=1.[C:13](N1C=CN=C1)(N1C=CN=C1)=[O:14].[CH3:25][O:26][C:27](=[O:44])[C:28]([CH3:43])([O:30][C:31]1[CH:36]=[CH:35][CH:34]=[C:33]([C@@H:37]2[CH2:42][CH2:41][CH2:40][NH:39][CH2:38]2)[CH:32]=1)[CH3:29]. The catalyst is C1(C)C=CC=CC=1.C(OCC)(=O)C. The product is [F:1][C:2]([F:11])([F:12])[C:3]1[CH:10]=[CH:9][C:6]([CH2:7][O:8][C:13]([N:39]2[CH2:40][CH2:41][CH2:42][C@@H:37]([C:33]3[CH:34]=[CH:35][CH:36]=[C:31]([O:30][C:28]([C:27]([O:26][CH3:25])=[O:44])([CH3:29])[CH3:43])[CH:32]=3)[CH2:38]2)=[O:14])=[CH:5][CH:4]=1. The yield is 1.00. (3) The reactants are I[C:2]1[CH:7]=[CH:6][C:5]([O:8][CH3:9])=[CH:4][C:3]=1[S:10][CH2:11][C:12]1[CH:17]=[CH:16][CH:15]=[CH:14][CH:13]=1.I[C:19]1[C:24](NC(=O)C(F)(F)F)=C(OC(C)C)C(OC)=C[CH:20]=1. No catalyst specified. The product is [CH3:9][O:8][C:5]1[CH:6]=[CH:7][C:2]([C:20]#[C:19][CH3:24])=[C:3]([S:10][CH2:11][C:12]2[CH:17]=[CH:16][CH:15]=[CH:14][CH:13]=2)[CH:4]=1. The yield is 0.690. (4) The reactants are [N:1]([C@@H:4]1[CH2:8][C@@H:7]([CH2:9][O:10][Si:11]([C:14]([CH3:17])([CH3:16])[CH3:15])([CH3:13])[CH3:12])[C@@H:6]([O:18][Si:19]([C:22]([CH3:25])([CH3:24])[CH3:23])([CH3:21])[CH3:20])[CH2:5]1)=[N+]=[N-].CCOC(C)=O. The catalyst is [Pd]. The product is [Si:19]([O:18][C@@H:6]1[C@H:7]([CH2:9][O:10][Si:11]([C:14]([CH3:17])([CH3:16])[CH3:15])([CH3:12])[CH3:13])[CH2:8][C@@H:4]([NH2:1])[CH2:5]1)([C:22]([CH3:25])([CH3:24])[CH3:23])([CH3:21])[CH3:20]. The yield is 0.921. (5) The reactants are [I:1][C:2]1[CH:12]=[C:6]([C:7]([O:9][CH2:10][CH3:11])=[O:8])[C:5]([OH:13])=[CH:4][CH:3]=1.Cl[C:15]1[C:24]2[C:19](=[CH:20][C:21]([O:27][CH3:28])=[C:22]([O:25][CH3:26])[CH:23]=2)[N:18]=[CH:17][CH:16]=1. The catalyst is CN(C)C1C=CN=CC=1.ClC1C=CC=CC=1Cl. The product is [CH3:26][O:25][C:22]1[CH:23]=[C:24]2[C:19](=[CH:20][C:21]=1[O:27][CH3:28])[N:18]=[CH:17][CH:16]=[C:15]2[O:13][C:5]1[CH:4]=[CH:3][C:2]([I:1])=[CH:12][C:6]=1[C:7]([O:9][CH2:10][CH3:11])=[O:8]. The yield is 0.0400. (6) The reactants are [CH3:1][CH:2]([CH:9]1[C:13]2([CH3:30])[CH:14]([OH:29])[CH2:15][CH:16]3[C:21]4([CH3:27])[CH2:22][CH2:23][CH:24]([OH:26])[CH2:25][CH:20]4[CH2:19][CH:18]([OH:28])[CH:17]3[CH:12]2[CH2:11][CH2:10]1)[CH2:3][CH2:4][C:5]([O:7][CH3:8])=[O:6].[CH3:31][S:32](Cl)(=[O:34])=[O:33].CCOC(C)=O. The catalyst is N1C=CC=CC=1. The product is [OH:28][C@@H:18]1[CH2:19][C@H:20]2[C@:21]([CH3:27])([CH2:22][CH2:23][C@@H:24]([O:26][S:32]([CH3:31])(=[O:34])=[O:33])[CH2:25]2)[C@@H:16]2[C@@H:17]1[C@H:12]1[C@:13]([CH3:30])([C@@H:14]([OH:29])[CH2:15]2)[C@@H:9]([C@H:2]([CH3:1])[CH2:3][CH2:4][C:5]([O:7][CH3:8])=[O:6])[CH2:10][CH2:11]1. The yield is 0.830.